From a dataset of KCNQ2 potassium channel screen with 302,405 compounds. Binary Classification. Given a drug SMILES string, predict its activity (active/inactive) in a high-throughput screening assay against a specified biological target. (1) The compound is o1c2c(c(=O)c(Oc3c(OC)cccc3)c1C)ccc(OC(=O)N(C)C)c2. The result is 0 (inactive). (2) The molecule is S(=O)(=O)(N1CC(N(CC1)c1cc(ccc1)C)C)c1c(C(=O)N2CCCC2)c([nH]c1C)C. The result is 0 (inactive). (3) The drug is S(c1n(c2c(n1)cccc2)CC)CC(=O)N(c1c(n(Cc2ccccc2)c(=O)[nH]c1=O)N)C. The result is 0 (inactive). (4) The drug is s1c(C=2OC(=O)C(/N2)=C/c2c3c([nH]c2C)cccc3)ccc1C. The result is 0 (inactive). (5) The molecule is S(=O)(=O)(N1CCCc2c1cccc2)c1ccc(cc1)C(=O)N(CCCN(C)C)c1sc2c(n1)ccc(c2)CC. The result is 0 (inactive). (6) The compound is S(=O)(=O)(N(c1nc2c(n3c(nnc13)C(C)C)cccc2)C)c1ccc(cc1)C. The result is 0 (inactive). (7) The compound is Clc1c(c(NC(=O)CSc2ncnc3n(ncc23)CCc2ccccc2)ccc1)C. The result is 0 (inactive). (8) The result is 0 (inactive). The molecule is Oc1c2c(n(CC)c(=O)c1)cccc2. (9) The molecule is O=C(CCNc1ccc(cc1)C)c1cc([N+]([O-])=O)ccc1. The result is 0 (inactive). (10) The drug is Clc1cc(S(=O)(=O)N(C2CCCCC2)CC(=O)N)ccc1OC. The result is 0 (inactive).